From a dataset of Forward reaction prediction with 1.9M reactions from USPTO patents (1976-2016). Predict the product of the given reaction. (1) Given the reactants C([NH:4][C:5]1[C:6]([F:26])=[CH:7][C:8]([Cl:25])=[C:9]([CH:24]=1)[O:10][C:11]1[CH:23]=[CH:22][CH:21]=[CH:20][C:12]=1[O:13][CH2:14][C:15]([O:17][CH2:18][CH3:19])=[O:16])(=O)C, predict the reaction product. The product is: [NH2:4][C:5]1[C:6]([F:26])=[CH:7][C:8]([Cl:25])=[C:9]([CH:24]=1)[O:10][C:11]1[CH:23]=[CH:22][CH:21]=[CH:20][C:12]=1[O:13][CH2:14][C:15]([O:17][CH2:18][CH3:19])=[O:16]. (2) Given the reactants C1(P(C2C=CC=CC=2)C2C=CC=CC=2)C=CC=CC=1.O[CH2:21][C:22]1[CH:23]=[C:24]([CH3:41])[CH:25]=[C:26]2[C:31]=1[O:30][CH:29]([C:32]([F:35])([F:34])[F:33])[C:28]([C:36]([O:38][CH2:39][CH3:40])=[O:37])=[CH:27]2.[C:42]1([SH:48])[CH:47]=[CH:46][CH:45]=[CH:44][CH:43]=1.CCOC(/N=N/C(OCC)=O)=O, predict the reaction product. The product is: [CH3:41][C:24]1[CH:25]=[C:26]2[C:31](=[C:22]([CH2:21][S:48][C:42]3[CH:47]=[CH:46][CH:45]=[CH:44][CH:43]=3)[CH:23]=1)[O:30][CH:29]([C:32]([F:34])([F:35])[F:33])[C:28]([C:36]([O:38][CH2:39][CH3:40])=[O:37])=[CH:27]2. (3) Given the reactants [CH2:1]([N:8]1[C:16]2[C:11](=[CH:12][CH:13]=[C:14]([NH:17][C:18]3[CH:27]=[CH:26][C:25]([Cl:28])=[CH:24][C:19]=3[C:20]([O:22]C)=[O:21])[CH:15]=2)[CH:10]=[CH:9]1)[C:2]1[CH:7]=[CH:6][CH:5]=[CH:4][CH:3]=1.[OH-].[Na+].O.Cl, predict the reaction product. The product is: [CH2:1]([N:8]1[C:16]2[C:11](=[CH:12][CH:13]=[C:14]([NH:17][C:18]3[CH:27]=[CH:26][C:25]([Cl:28])=[CH:24][C:19]=3[C:20]([OH:22])=[O:21])[CH:15]=2)[CH:10]=[CH:9]1)[C:2]1[CH:3]=[CH:4][CH:5]=[CH:6][CH:7]=1. (4) Given the reactants [Cl:1][C:2]1[CH:27]=[CH:26][C:5]([CH2:6][N:7]2[C:15]3[C:10](=[CH:11][C:12]([CH:16]=[C:17]4[S:21][C:20](SCC)=[N:19][C:18]4=[O:25])=[CH:13][CH:14]=3)[CH:9]=[N:8]2)=[C:4]([C:28]([F:31])([F:30])[F:29])[CH:3]=1.[CH3:32][NH:33][C:34]([C@H:36]1[CH2:41][NH:40][CH2:39][CH2:38][NH:37]1)=[O:35], predict the reaction product. The product is: [Cl:1][C:2]1[CH:27]=[CH:26][C:5]([CH2:6][N:7]2[C:15]3[C:10](=[CH:11][C:12](/[CH:16]=[C:17]4/[C:18](=[O:25])[N:19]=[C:20]([N:40]5[CH2:39][CH2:38][NH:37][C@@H:36]([C:34]([NH:33][CH3:32])=[O:35])[CH2:41]5)[S:21]/4)=[CH:13][CH:14]=3)[CH:9]=[N:8]2)=[C:4]([C:28]([F:31])([F:30])[F:29])[CH:3]=1. (5) The product is: [CH2:1]([C:3]1[C:7]([S:11]([Cl:10])(=[O:13])=[O:12])=[C:6]([CH2:8][CH3:9])[NH:5][N:4]=1)[CH3:2]. Given the reactants [CH2:1]([C:3]1[CH:7]=[C:6]([CH2:8][CH3:9])[NH:5][N:4]=1)[CH3:2].[Cl:10][S:11](O)(=[O:13])=[O:12].S(Cl)(Cl)=O, predict the reaction product. (6) Given the reactants [CH3:1][S:2]([C:5]1[N:6]=[C:7](S(C)(=O)=O)[C:8]2[C:13]([C:14]3[CH:19]=[CH:18][CH:17]=[CH:16][CH:15]=3)=[CH:12][O:11][C:9]=2[N:10]=1)(=[O:4])=[O:3].C(N(CC)CC)C.[NH2:31][CH2:32][C:33]1[CH:38]=[CH:37][CH:36]=[CH:35][N:34]=1.O, predict the reaction product. The product is: [CH3:1][S:2]([C:5]1[N:6]=[C:7]([NH:31][CH2:32][C:33]2[CH:38]=[CH:37][CH:36]=[CH:35][N:34]=2)[C:8]2[C:13]([C:14]3[CH:19]=[CH:18][CH:17]=[CH:16][CH:15]=3)=[CH:12][O:11][C:9]=2[N:10]=1)(=[O:4])=[O:3]. (7) Given the reactants [N+:1]([C:4]1[CH:5]=[C:6]2[C:10](=[CH:11][CH:12]=1)[NH:9][N:8]=[C:7]2[C:13]#[N:14])([O-:3])=[O:2].[C:15]([O-])([O-])=O.[K+].[K+].CI, predict the reaction product. The product is: [CH3:15][N:9]1[C:10]2[C:6](=[CH:5][C:4]([N+:1]([O-:3])=[O:2])=[CH:12][CH:11]=2)[C:7]([C:13]#[N:14])=[N:8]1.